Dataset: Full USPTO retrosynthesis dataset with 1.9M reactions from patents (1976-2016). Task: Predict the reactants needed to synthesize the given product. The reactants are: Cl([O-])=O.[Na+].NS(O)(=O)=[O:7].[Cl:10][C:11]1[CH:35]=[CH:34][CH:33]=[CH:32][C:12]=1[O:13][C:14]1[N:21]=[C:20]([C:22]2[CH:27]=[CH:26][C:25]([C:28]([F:31])([F:30])[F:29])=[CH:24][CH:23]=2)[CH:19]=[CH:18][C:15]=1[CH:16]=[O:17]. Given the product [Cl:10][C:11]1[CH:35]=[CH:34][CH:33]=[CH:32][C:12]=1[O:13][C:14]1[N:21]=[C:20]([C:22]2[CH:27]=[CH:26][C:25]([C:28]([F:30])([F:29])[F:31])=[CH:24][CH:23]=2)[CH:19]=[CH:18][C:15]=1[C:16]([OH:7])=[O:17], predict the reactants needed to synthesize it.